Dataset: hERG Central: cardiac toxicity at 1µM, 10µM, and general inhibition. Task: Predict hERG channel inhibition at various concentrations. (1) The molecule is CCOc1ccc(CN2CCCC(N3CCN(c4ccc(OC)cc4)CC3)C2)cc1. Results: hERG_inhib (hERG inhibition (general)): blocker. (2) The molecule is Cl.O=C(CCN1CCC(c2ccccc2)C1)c1ccc2c(c1)OCCO2. Results: hERG_inhib (hERG inhibition (general)): blocker. (3) The drug is Cc1cc(NC(=O)c2ccc(Br)o2)ccc1NC(=O)c1ccco1. Results: hERG_inhib (hERG inhibition (general)): blocker. (4) The compound is CCOC(=O)C1(Cc2cccc(OC)c2)CCN(Cc2cccc(OCC)c2O)CC1. Results: hERG_inhib (hERG inhibition (general)): blocker. (5) The compound is CCCN1CCC(N2CCN(c3ccc([N+](=O)[O-])cc3)CC2)CC1. Results: hERG_inhib (hERG inhibition (general)): blocker. (6) The molecule is CCCCN(C(=O)c1cccc(S(=O)(=O)N2CCCCC2)c1)C1CCS(=O)(=O)C1. Results: hERG_inhib (hERG inhibition (general)): blocker. (7) The compound is COCCn1c(SC(C)C(=O)NCC2CCCO2)nc2scc(-c3ccc(F)cc3)c2c1=O. Results: hERG_inhib (hERG inhibition (general)): blocker.